This data is from Reaction yield outcomes from USPTO patents with 853,638 reactions. The task is: Predict the reaction yield, written as a fraction of the theoretical maximum amount of product (1.0 means a 100% yield; for example, 0.34 means a 34% yield). (1) The reactants are O[C@H](CCCCCCCCCC(C)C)CC(OC)=O.[CH3:20][CH:21]([CH3:40])[CH2:22][CH:23]=[CH:24][CH2:25][CH2:26][CH2:27][CH2:28][CH2:29][CH2:30][CH2:31][CH2:32][C:33](=[O:39])[CH2:34][C:35]([O:37][CH3:38])=[O:36]. No catalyst specified. The product is [OH:39][C@H:33]([CH2:32][CH2:31][CH2:30][CH2:29][CH2:28][CH2:27][CH2:26][CH2:25][CH2:24][CH2:23][CH2:22][CH:21]([CH3:40])[CH3:20])[CH2:34][C:35]([O:37][CH3:38])=[O:36]. The yield is 0.920. (2) The reactants are [CH3:1][C:2]1[N:7]=[C:6]([C:8]([OH:10])=O)[C:5]([C:11]([OH:13])=[O:12])=[CH:4][CH:3]=1.C(OC(=O)C)(=O)C. No catalyst specified. The product is [CH3:1][C:2]1[N:7]=[C:6]2[C:8](=[O:10])[O:13][C:11](=[O:12])[C:5]2=[CH:4][CH:3]=1. The yield is 0.910.